Dataset: CYP2D6 inhibition data for predicting drug metabolism from PubChem BioAssay. Task: Regression/Classification. Given a drug SMILES string, predict its absorption, distribution, metabolism, or excretion properties. Task type varies by dataset: regression for continuous measurements (e.g., permeability, clearance, half-life) or binary classification for categorical outcomes (e.g., BBB penetration, CYP inhibition). Dataset: cyp2d6_veith. The result is 0 (non-inhibitor). The molecule is CCCc1nnc(SCC(=O)N2CCCC(C)C2)n1CC1CCCO1.